From a dataset of Experimentally validated miRNA-target interactions with 360,000+ pairs, plus equal number of negative samples. Binary Classification. Given a miRNA mature sequence and a target amino acid sequence, predict their likelihood of interaction. The miRNA is hsa-miR-548x-3p with sequence UAAAAACUGCAAUUACUUUC. The protein sequence of the target gene is MKPLAIPANHGVMGQQEKHSLPADFTKLHLTDSLHPQVTHVSSSHSGCSITSDSGSSSLSDIYQATESEAGDMDLSGLPETAVDSEDDDDEEDIERASDPLMSRDIVRDCLEKDPIDRTDDDIEQLLEFMHQLPAFANMTMSVRRELCAVMVFAVVERAGTIVLNDGEELDSWSVILNGSVEVTYPDGKAEILCMGNSFGVSPTMDKEYMKGVMRTKVDDCQFVCIAQQDYCRILNQVEKNMQKVEEEGEIVMVKEHRELDRTGTRKGHIVIKGTSERLTMHLVEEHSVVDPTFIEDFLL.... Result: 0 (no interaction).